This data is from Reaction yield outcomes from USPTO patents with 853,638 reactions. The task is: Predict the reaction yield, written as a fraction of the theoretical maximum amount of product (1.0 means a 100% yield; for example, 0.34 means a 34% yield). (1) The reactants are Br[CH2:2][CH2:3][C:4]1[CH:9]=[CH:8][C:7]([F:10])=[CH:6][CH:5]=1.[NH:11]1[C:15](=[O:16])[CH2:14][CH2:13][C:12]1=[O:17].C(=O)([O-])[O-].[K+].[K+].[I-].[Na+]. The catalyst is CN(C)C=O. The product is [F:10][C:7]1[CH:8]=[CH:9][C:4]([CH2:3][CH2:2][N:11]2[C:15](=[O:16])[CH2:14][CH2:13][C:12]2=[O:17])=[CH:5][CH:6]=1. The yield is 0.700. (2) The reactants are Br[C:2]1[CH:7]=[CH:6][C:5]([S:8]([NH:11][C:12]2[C:21]([F:22])=[C:20]([F:23])[C:15]([C:16]([O:18][CH3:19])=[O:17])=[C:14]([F:24])[C:13]=2[F:25])(=[O:10])=[O:9])=[CH:4][CH:3]=1.[CH2:26]([C:28]1[N:33]=[CH:32][C:31](B2OC(C)(C)C(C)(C)O2)=[CH:30][N:29]=1)[CH3:27].C(=O)([O-])[O-].[Na+].[Na+]. The catalyst is CN(C)C=O.O.C1C=CC(P(C2C=CC=CC=2)[C-]2C=CC=C2)=CC=1.C1C=CC(P(C2C=CC=CC=2)[C-]2C=CC=C2)=CC=1.Cl[Pd]Cl.[Fe+2]. The product is [CH2:26]([C:28]1[N:33]=[CH:32][C:31]([C:2]2[CH:7]=[CH:6][C:5]([S:8]([NH:11][C:12]3[C:13]([F:25])=[C:14]([F:24])[C:15]([C:16]([O:18][CH3:19])=[O:17])=[C:20]([F:23])[C:21]=3[F:22])(=[O:9])=[O:10])=[CH:4][CH:3]=2)=[CH:30][N:29]=1)[CH3:27]. The yield is 0.870. (3) The reactants are [CH3:1][N:2]1[C:10](=[O:11])[C:9]2[N:8](CC=C)[C:7]([C:15]#[N:16])=[N:6][C:5]=2[N:4]([CH2:17][CH2:18][CH2:19][CH2:20][CH3:21])[C:3]1=[O:22].N1CCOCC1.CS(C)=O. The catalyst is C1COCC1.C1C=CC([P]([Pd]([P](C2C=CC=CC=2)(C2C=CC=CC=2)C2C=CC=CC=2)([P](C2C=CC=CC=2)(C2C=CC=CC=2)C2C=CC=CC=2)[P](C2C=CC=CC=2)(C2C=CC=CC=2)C2C=CC=CC=2)(C2C=CC=CC=2)C2C=CC=CC=2)=CC=1. The product is [CH3:1][N:2]1[C:10](=[O:11])[C:9]2[NH:8][C:7]([C:15]#[N:16])=[N:6][C:5]=2[N:4]([CH2:17][CH2:18][CH2:19][CH2:20][CH3:21])[C:3]1=[O:22]. The yield is 0.180. (4) The reactants are [NH2:1][C:2]1[CH:7]=[CH:6][C:5]([C:8]2[C:16]3[C:15]([NH2:17])=[N:14][CH:13]=[N:12][C:11]=3[S:10][C:9]=2[CH3:18])=[CH:4][CH:3]=1.N1C=CC=CC=1.[C:25](Cl)(=[O:32])[C:26]1[CH:31]=[CH:30][CH:29]=[CH:28][CH:27]=1. The catalyst is ClCCl.O. The product is [NH2:17][C:15]1[C:16]2[C:8]([C:5]3[CH:4]=[CH:3][C:2]([NH:1][C:25](=[O:32])[C:26]4[CH:31]=[CH:30][CH:29]=[CH:28][CH:27]=4)=[CH:7][CH:6]=3)=[C:9]([CH3:18])[S:10][C:11]=2[N:12]=[CH:13][N:14]=1. The yield is 0.350. (5) The reactants are [C:1](Cl)(=[O:8])[C:2]1[CH:7]=[CH:6][CH:5]=[CH:4][CH:3]=1.[NH:10]1[CH:17]=[CH:16][C:14]([NH2:15])=[N:13][C:11]1=[O:12]. The catalyst is N1C=CC=CC=1. The product is [C:1]([NH:15][C:14]1[CH:16]=[CH:17][NH:10][C:11](=[O:12])[N:13]=1)(=[O:8])[C:2]1[CH:7]=[CH:6][CH:5]=[CH:4][CH:3]=1. The yield is 0.900. (6) The reactants are [I:1][C:2]1[CH:3]=[C:4]2[C:8](=[CH:9][CH:10]=1)[NH:7][C:6](=[O:11])[C:5]2=O.[NH:13]([S:15]([C:18]1[CH:19]=[C:20]([CH:24]=[CH:25][CH:26]=1)[C:21]([OH:23])=[O:22])(=[O:17])=[O:16])[NH2:14]. The catalyst is C(O)(=O)C. The product is [I:1][C:2]1[CH:3]=[C:4]2[C:8](=[CH:9][CH:10]=1)[NH:7][C:6](=[O:11])[C:5]2=[N:14][NH:13][S:15]([C:18]1[CH:19]=[C:20]([CH:24]=[CH:25][CH:26]=1)[C:21]([OH:23])=[O:22])(=[O:16])=[O:17]. The yield is 0.710. (7) The reactants are [CH3:1][C:2]1[C:6]2[CH:7]=[C:8]([OH:11])[CH:9]=[CH:10][C:5]=2[O:4][N:3]=1.C([Mg]Cl)(C)C.[CH3:17][O:18][C:19]1[CH:36]=[CH:35][C:22]([CH2:23][N:24]2[C:32]3[C:27](=[CH:28][CH:29]=[CH:30][CH:31]=3)[C:26](=[O:33])[C:25]2=[O:34])=[CH:21][CH:20]=1.Cl. The catalyst is ClCCCl. The product is [OH:33][C:26]1([C:9]2[C:8]([OH:11])=[CH:7][C:6]3[C:2]([CH3:1])=[N:3][O:4][C:5]=3[CH:10]=2)[C:27]2[C:32](=[CH:31][CH:30]=[CH:29][CH:28]=2)[N:24]([CH2:23][C:22]2[CH:21]=[CH:20][C:19]([O:18][CH3:17])=[CH:36][CH:35]=2)[C:25]1=[O:34]. The yield is 0.100.